Dataset: Full USPTO retrosynthesis dataset with 1.9M reactions from patents (1976-2016). Task: Predict the reactants needed to synthesize the given product. Given the product [F:1][C@H:2]1[CH2:19][C@@:17]2([CH3:18])[C@@H:13]([CH2:14][CH2:15][C@@H:16]2[OH:54])[C@H:12]2[C@H:3]1[C:4]1[CH:5]=[CH:6][C:7]([OH:28])=[CH:8][C:9]=1[CH2:10][C@H:11]2[CH2:21][CH2:22][CH2:23][CH2:24][CH2:25][N:26]([CH3:27])[CH2:37][CH2:36][CH2:35][CH2:34][CH2:33][CH2:32][CH2:31][C:30]([F:29])([F:53])[C:49]([F:50])([F:51])[F:52], predict the reactants needed to synthesize it. The reactants are: [F:1][C@H:2]1[CH2:19][C@@:17]2([CH3:18])[C@@H:13]([CH2:14][CH2:15][C@@H:16]2O)[C@H:12]2[C@H:3]1[C:4]1[CH:5]=[CH:6][C:7]([OH:28])=[CH:8][C:9]=1[CH2:10][C@H:11]2[CH2:21][CH2:22][CH2:23][CH2:24][CH2:25][NH:26][CH3:27].[F:29][C:30]([F:53])([C:49]([F:52])([F:51])[F:50])[CH2:31][CH2:32][CH2:33][CH2:34][CH2:35][CH2:36][CH2:37]C1C=C(C)C=CC=1S([O-])(=O)=O.[OH2:54].